This data is from Ames mutagenicity test results for genotoxicity prediction. The task is: Regression/Classification. Given a drug SMILES string, predict its toxicity properties. Task type varies by dataset: regression for continuous values (e.g., LD50, hERG inhibition percentage) or binary classification for toxic/non-toxic outcomes (e.g., AMES mutagenicity, cardiotoxicity, hepatotoxicity). Dataset: ames. (1) The compound is C1=CC2OC2c2ccc3c4c5c(cccc5cc3c21)C=C4. The result is 1 (mutagenic). (2) The compound is C=CCOC(=O)CCCCC. The result is 0 (non-mutagenic). (3) The molecule is CC(=O)c1ccc[nH]1. The result is 1 (mutagenic). (4) The drug is Cc1cnc2c(cc(C)c3c2nc(N)n3C)n1. The result is 1 (mutagenic). (5) The compound is Nc1ccc(Oc2ccc(N)cc2)cc1. The result is 1 (mutagenic).